From a dataset of Full USPTO retrosynthesis dataset with 1.9M reactions from patents (1976-2016). Predict the reactants needed to synthesize the given product. (1) The reactants are: [Cl:1][C:2]1[CH:7]=[C:6]([Cl:8])[CH:5]=[CH:4][C:3]=1[N:9]1[C:14]2=[N:15][C:16]3[CH:21]=[CH:20][CH:19]=[C:18]([CH:22]([OH:27])[C:23]([F:26])([F:25])[F:24])[C:17]=3[N:13]2[CH2:12][CH2:11][CH2:10]1.[C:28](=O)([O-])[O-].[K+].[K+].CI. Given the product [Cl:1][C:2]1[CH:7]=[C:6]([Cl:8])[CH:5]=[CH:4][C:3]=1[N:9]1[C:14]2=[N:15][C:16]3[CH:21]=[CH:20][CH:19]=[C:18]([CH:22]([O:27][CH3:28])[C:23]([F:24])([F:25])[F:26])[C:17]=3[N:13]2[CH2:12][CH2:11][CH2:10]1, predict the reactants needed to synthesize it. (2) Given the product [OH:34][CH2:31][C:32]([N:1]1[CH2:2][CH2:3][CH:4]([C:7]2[CH:8]=[CH:9][C:10]3[O:19][CH2:18][CH2:17][C:16]4[N:12]([N:13]=[C:14]([C:20]5[N:21]([CH2:25][C:26]([F:29])([F:27])[F:28])[N:22]=[CH:23][N:24]=5)[CH:15]=4)[C:11]=3[CH:30]=2)[CH2:5][CH2:6]1)=[O:33], predict the reactants needed to synthesize it. The reactants are: [NH:1]1[CH2:6][CH2:5][CH:4]([C:7]2[CH:8]=[CH:9][C:10]3[O:19][CH2:18][CH2:17][C:16]4[N:12]([N:13]=[C:14]([C:20]5[N:21]([CH2:25][C:26]([F:29])([F:28])[F:27])[N:22]=[CH:23][N:24]=5)[CH:15]=4)[C:11]=3[CH:30]=2)[CH2:3][CH2:2]1.[C:31](O)(=[O:34])[CH2:32][OH:33]. (3) Given the product [CH:32]1([C:2]2[CH:3]=[C:4]([C:8]3[C:9](=[O:31])[N:10]([CH3:30])[C:11]([N:20]4[CH2:24][CH2:23][CH2:22][CH:21]4[CH2:25][NH:26][CH:27]([CH3:29])[CH3:28])=[N:12][C:13]=3[C:14]3[CH:19]=[CH:18][N:17]=[CH:16][CH:15]=3)[CH:5]=[CH:6][CH:7]=2)[CH2:34][CH2:33]1, predict the reactants needed to synthesize it. The reactants are: Br[C:2]1[CH:3]=[C:4]([C:8]2[C:9](=[O:31])[N:10]([CH3:30])[C:11]([N:20]3[CH2:24][CH2:23][CH2:22][CH:21]3[CH2:25][NH:26][CH:27]([CH3:29])[CH3:28])=[N:12][C:13]=2[C:14]2[CH:19]=[CH:18][N:17]=[CH:16][CH:15]=2)[CH:5]=[CH:6][CH:7]=1.[CH:32]1(B(O)O)[CH2:34][CH2:33]1.CC([O-])(C)C.[Na+].